This data is from NCI-60 drug combinations with 297,098 pairs across 59 cell lines. The task is: Regression. Given two drug SMILES strings and cell line genomic features, predict the synergy score measuring deviation from expected non-interaction effect. (1) Drug 1: C1=NC2=C(N1)C(=S)N=CN2. Drug 2: C1CNP(=O)(OC1)N(CCCl)CCCl. Cell line: HCC-2998. Synergy scores: CSS=37.5, Synergy_ZIP=-7.92, Synergy_Bliss=-2.13, Synergy_Loewe=-50.7, Synergy_HSA=-1.60. (2) Drug 1: C(=O)(N)NO. Drug 2: C1CNP(=O)(OC1)N(CCCl)CCCl. Cell line: BT-549. Synergy scores: CSS=12.2, Synergy_ZIP=-4.12, Synergy_Bliss=-1.06, Synergy_Loewe=-10.1, Synergy_HSA=-0.686.